From a dataset of Merck oncology drug combination screen with 23,052 pairs across 39 cell lines. Regression. Given two drug SMILES strings and cell line genomic features, predict the synergy score measuring deviation from expected non-interaction effect. (1) Drug 1: CN(Cc1cnc2nc(N)nc(N)c2n1)c1ccc(C(=O)NC(CCC(=O)O)C(=O)O)cc1. Drug 2: CCc1cnn2c(NCc3ccc[n+]([O-])c3)cc(N3CCCCC3CCO)nc12. Cell line: OV90. Synergy scores: synergy=-4.13. (2) Drug 1: C=CCn1c(=O)c2cnc(Nc3ccc(N4CCN(C)CC4)cc3)nc2n1-c1cccc(C(C)(C)O)n1. Drug 2: CNC(=O)c1cc(Oc2ccc(NC(=O)Nc3ccc(Cl)c(C(F)(F)F)c3)cc2)ccn1. Cell line: HCT116. Synergy scores: synergy=7.79. (3) Drug 1: O=C(NOCC(O)CO)c1ccc(F)c(F)c1Nc1ccc(I)cc1F. Drug 2: COC1CC2CCC(C)C(O)(O2)C(=O)C(=O)N2CCCCC2C(=O)OC(C(C)CC2CCC(OP(C)(C)=O)C(OC)C2)CC(=O)C(C)C=C(C)C(O)C(OC)C(=O)C(C)CC(C)C=CC=CC=C1C. Cell line: SW620. Synergy scores: synergy=1.96. (4) Drug 1: CN1C(=O)C=CC2(C)C3CCC4(C)C(NC(=O)OCC(F)(F)F)CCC4C3CCC12. Drug 2: Cc1nc(Nc2ncc(C(=O)Nc3c(C)cccc3Cl)s2)cc(N2CCN(CCO)CC2)n1. Cell line: EFM192B. Synergy scores: synergy=50.2.